The task is: Predict the product of the given reaction.. This data is from Forward reaction prediction with 1.9M reactions from USPTO patents (1976-2016). (1) The product is: [F:1][C:2]1[CH:7]=[C:6]([C:8]([F:11])([F:10])[F:9])[CH:5]=[C:4]([F:12])[C:3]=1[NH:15][NH2:16]. Given the reactants [F:1][C:2]1[CH:7]=[C:6]([C:8]([F:11])([F:10])[F:9])[CH:5]=[C:4]([F:12])[C:3]=1F.O.[NH2:15][NH2:16], predict the reaction product. (2) Given the reactants [CH3:1][O:2][C:3]1[CH:10]=[CH:9][C:6]([CH2:7][OH:8])=[CH:5][CH:4]=1.[H-].[Na+].F[C:14]1[CH:19]=[CH:18][C:17]([I:20])=[CH:16][N:15]=1, predict the reaction product. The product is: [I:20][C:17]1[CH:18]=[CH:19][C:14]([O:8][CH2:7][C:6]2[CH:9]=[CH:10][C:3]([O:2][CH3:1])=[CH:4][CH:5]=2)=[N:15][CH:16]=1. (3) Given the reactants [CH3:1][N:2]1[C:7]2=[C:8]3[N:13]([C:14](C4C=C(C=CC=4)C#N)=[C:6]2[C:5](=[O:24])[N:4]([CH3:25])[C:3]1=[O:26])[CH2:12][CH2:11][CH2:10][C:9]3=[O:23].Br[C:28]1[CH:33]=[CH:32][CH:31]=[C:30]([F:34])[CH:29]=1.Br[CH2:36]CCC(OC)=O.BrCC(C)CC(OC)=O, predict the reaction product. The product is: [F:34][C:30]1[CH:29]=[C:28]([C:14]2[N:13]3[C:8]([C:9](=[O:23])[CH2:10][CH:11]([CH3:36])[CH2:12]3)=[C:7]3[N:2]([CH3:1])[C:3](=[O:26])[N:4]([CH3:25])[C:5](=[O:24])[C:6]=23)[CH:33]=[CH:32][CH:31]=1. (4) Given the reactants [NH2:1][C:2]1[O:6][N:5]=[C:4]([CH3:7])[C:3]=1[Br:8].[C:9]1([CH3:19])[CH:14]=[CH:13][C:12]([S:15](Cl)(=[O:17])=[O:16])=[CH:11][CH:10]=1, predict the reaction product. The product is: [Br:8][C:3]1[C:4]([CH3:7])=[N:5][O:6][C:2]=1[NH:1][S:15]([C:12]1[CH:13]=[CH:14][C:9]([CH3:19])=[CH:10][CH:11]=1)(=[O:17])=[O:16].